Dataset: TCR-epitope binding with 47,182 pairs between 192 epitopes and 23,139 TCRs. Task: Binary Classification. Given a T-cell receptor sequence (or CDR3 region) and an epitope sequence, predict whether binding occurs between them. The TCR CDR3 sequence is CASSQGVSSTEAFF. The epitope is TPINLVRDL. Result: 0 (the TCR does not bind to the epitope).